The task is: Predict the reaction yield, written as a fraction of the theoretical maximum amount of product (1.0 means a 100% yield; for example, 0.34 means a 34% yield).. This data is from Reaction yield outcomes from USPTO patents with 853,638 reactions. (1) The reactants are [F:1][C:2]([F:29])([F:28])[C:3]1[CH:4]=[CH:5][C:6]2[C:10]([N:11]3[CH2:16][CH2:15][N:14]([CH2:17][C@@H:18]4[CH2:20][C@H:19]4[CH2:21]OS(C)(=O)=O)[CH2:13][CH2:12]3)=[CH:9][S:8][C:7]=2[CH:27]=1.[N-:30]=[N+:31]=[N-:32].[Na+]. The catalyst is CC#N. The product is [N:30]([CH2:21][C@@H:19]1[CH2:20][C@H:18]1[CH2:17][N:14]1[CH2:13][CH2:12][N:11]([C:10]2[C:6]3[CH:5]=[CH:4][C:3]([C:2]([F:28])([F:29])[F:1])=[CH:27][C:7]=3[S:8][CH:9]=2)[CH2:16][CH2:15]1)=[N+:31]=[N-:32]. The yield is 0.430. (2) The reactants are [F:1][C:2]1[CH:3]=[C:4]([OH:11])[CH:5]=[CH:6][C:7]=1[N+:8]([O-:10])=[O:9].N12CCCN=C1CCCC[CH2:13]2.IC. The catalyst is CC(C)=O. The product is [F:1][C:2]1[CH:3]=[C:4]([O:11][CH3:13])[CH:5]=[CH:6][C:7]=1[N+:8]([O-:10])=[O:9]. The yield is 0.880. (3) The reactants are [C:1]([C:3]1([C:7]2[CH:8]=[C:9]([CH:13]=[CH:14][CH:15]=2)[C:10]([OH:12])=O)[CH2:6][CH2:5][CH2:4]1)#[N:2].C(Cl)(=O)C(Cl)=O.O1CCCC1.[NH2:27][C:28]1[CH:29]=[CH:30][C:31]([O:50][CH3:51])=[C:32]([CH:49]=1)[O:33][C:34]1[CH:35]=[CH:36][C:37]2[N:38]([CH:40]=[C:41]([NH:43][C:44]([CH:46]3[CH2:48][CH2:47]3)=[O:45])[N:42]=2)[N:39]=1. The catalyst is CN(C)C=O.CN1CCCC1=O. The product is [C:1]([C:3]1([C:7]2[CH:8]=[C:9]([CH:13]=[CH:14][CH:15]=2)[C:10]([NH:27][C:28]2[CH:29]=[CH:30][C:31]([O:50][CH3:51])=[C:32]([O:33][C:34]3[CH:35]=[CH:36][C:37]4[N:38]([CH:40]=[C:41]([NH:43][C:44]([CH:46]5[CH2:48][CH2:47]5)=[O:45])[N:42]=4)[N:39]=3)[CH:49]=2)=[O:12])[CH2:4][CH2:5][CH2:6]1)#[N:2]. The yield is 0.740. (4) The reactants are [Cl:1][C:2]1[CH:3]=[C:4]([C@@:9]2([CH2:15][CH2:16][OH:17])[O:14][CH2:13][CH2:12][NH:11][CH2:10]2)[CH:5]=[CH:6][C:7]=1[Cl:8].C(N(CC)CC)C.[F:25][C:26]([F:41])([F:40])[C:27]1[CH:28]=[C:29]([CH:33]=[C:34]([C:36]([F:39])([F:38])[F:37])[CH:35]=1)[C:30](Cl)=[O:31].O. The catalyst is C(Cl)Cl.CN(C)C1C=CN=CC=1. The product is [Cl:1][C:2]1[CH:3]=[C:4]([C@@:9]2([CH2:15][CH2:16][OH:17])[O:14][CH2:13][CH2:12][N:11]([C:30](=[O:31])[C:29]3[CH:33]=[C:34]([C:36]([F:37])([F:38])[F:39])[CH:35]=[C:27]([C:26]([F:25])([F:40])[F:41])[CH:28]=3)[CH2:10]2)[CH:5]=[CH:6][C:7]=1[Cl:8]. The yield is 0.540. (5) The reactants are [C:1](=O)([O-])[O-:2].[K+].[K+].[Cl:7][C:8]1[C:9]([O:31][C:32](=[O:36])[N:33]([CH3:35])[CH3:34])=[CH:10][C:11]2[O:16][C:15](=[O:17])[C:14]([CH2:18][C:19]3[CH:24]=[CH:23][CH:22]=[C:21]([N+:25]([O-:27])=[O:26])[CH:20]=3)=[C:13]([CH2:28]Br)[C:12]=2[CH:30]=1.CO.O. The catalyst is C1COCC1. The product is [Cl:7][C:8]1[C:9]([O:31][C:32](=[O:36])[N:33]([CH3:35])[CH3:34])=[CH:10][C:11]2[O:16][C:15](=[O:17])[C:14]([CH2:18][C:19]3[CH:24]=[CH:23][CH:22]=[C:21]([N+:25]([O-:27])=[O:26])[CH:20]=3)=[C:13]([CH2:28][O:2][CH3:1])[C:12]=2[CH:30]=1. The yield is 0.100.